From a dataset of Reaction yield outcomes from USPTO patents with 853,638 reactions. Predict the reaction yield, written as a fraction of the theoretical maximum amount of product (1.0 means a 100% yield; for example, 0.34 means a 34% yield). (1) The reactants are [N:1]1[C:10]2[C:5](=[N:6][CH:7]=[CH:8][N:9]=2)[C:4]([NH:11][CH2:12][CH2:13][C:14]2[CH:15]=[CH:16][C:17]([O:21][C:22]3[CH:27]=[C:26]([C:28]([F:31])([F:30])[F:29])[CH:25]=[CH:24][N:23]=3)=[C:18]([OH:20])[CH:19]=2)=[N:3][CH:2]=1.I[CH:33]([CH3:35])[CH3:34].C([O-])([O-])=O.[K+].[K+]. The catalyst is CS(C)=O. The product is [CH:33]([O:20][C:18]1[CH:19]=[C:14]([CH2:13][CH2:12][NH:11][C:4]2[C:5]3[C:10](=[N:9][CH:8]=[CH:7][N:6]=3)[N:1]=[CH:2][N:3]=2)[CH:15]=[CH:16][C:17]=1[O:21][C:22]1[CH:27]=[C:26]([C:28]([F:29])([F:30])[F:31])[CH:25]=[CH:24][N:23]=1)([CH3:35])[CH3:34]. The yield is 0.810. (2) The reactants are [CH2:1]1[CH2:14][O:13][C:3]2([CH:8]3[CH2:9][CH2:10][CH:4]2[C:5](=O)[C:6](=O)[CH2:7]3)[O:2]1.[CH2:15]([N:22]1[CH2:27][CH2:26][NH:25][CH2:24][CH2:23]1)[C:16]1[CH:21]=[CH:20][CH:19]=[CH:18][CH:17]=1.[BH4-].[Na+]. The catalyst is CO.CC(O[Ti](OC(C)C)(OC(C)C)OC(C)C)C. The product is [CH2:14]1[O:13][C:3]2([CH:8]3[CH2:9][CH2:10][CH:4]2[CH2:5][CH:6]([N:25]2[CH2:26][CH2:27][N:22]([CH2:15][C:16]4[CH:17]=[CH:18][CH:19]=[CH:20][CH:21]=4)[CH2:23][CH2:24]2)[CH2:7]3)[O:2][CH2:1]1. The yield is 0.620.